This data is from Reaction yield outcomes from USPTO patents with 853,638 reactions. The task is: Predict the reaction yield, written as a fraction of the theoretical maximum amount of product (1.0 means a 100% yield; for example, 0.34 means a 34% yield). (1) The reactants are C[O:2][C:3]1[CH:4]=[C:5]([CH:14]=[CH:15][C:16]2[CH:21]=[CH:20][C:19]([O:22]C)=[CH:18][CH:17]=2)[CH:6]=[C:7]([O:12]C)[C:8]=1[CH2:9][CH2:10][CH3:11].Cl.N1C=CC=CC=1. No catalyst specified. The product is [OH:22][C:19]1[CH:20]=[CH:21][C:16]([CH:15]=[CH:14][C:5]2[CH:6]=[C:7]([OH:12])[C:8]([CH2:9][CH2:10][CH3:11])=[C:3]([OH:2])[CH:4]=2)=[CH:17][CH:18]=1. The yield is 0.300. (2) The reactants are [CH2:1]([S:4][C:5]1[CH:12]=[C:11]([C:13]2[C:14]([C:18]([F:21])([F:20])[F:19])=[N:15][NH:16][CH:17]=2)[CH:10]=[CH:9][C:6]=1[CH:7]=O)[CH2:2][CH3:3].C([SiH](CC)CC)C. The catalyst is C(Cl)Cl. The product is [CH2:1]([S:4][C:5]1[CH:12]=[C:11]([C:13]2[C:14]([C:18]([F:20])([F:21])[F:19])=[N:15][NH:16][CH:17]=2)[CH:10]=[CH:9][C:6]=1[CH3:7])[CH2:2][CH3:3]. The yield is 0.193. (3) The reactants are [CH:1]1[C:9]2[C:8]3[CH:10]=[CH:11][CH:12]=[CH:13][C:7]=3[O:6][C:5]=2[CH:4]=[CH:3][CH:2]=1.[N+:14]([O-])([OH:16])=[O:15]. The catalyst is FC(F)(F)C(O)=O. The product is [N+:14]([C:3]1[CH:2]=[CH:1][C:9]2[C:8]3[CH:10]=[CH:11][CH:12]=[CH:13][C:7]=3[O:6][C:5]=2[CH:4]=1)([O-:16])=[O:15]. The yield is 0.700.